From a dataset of Catalyst prediction with 721,799 reactions and 888 catalyst types from USPTO. Predict which catalyst facilitates the given reaction. (1) Reactant: [CH:1]1([N:4]2[C:8](=[O:9])[N:7]([CH2:10][C:11]3[C:12]([Cl:21])=[C:13]([CH:17]=[CH:18][C:19]=3[Cl:20])[C:14](Cl)=[O:15])[N:6]=[N:5]2)[CH2:3][CH2:2]1.[CH2:22]([N:24]1[C:28]([OH:29])=[CH:27][CH:26]=[N:25]1)[CH3:23].C(N(CC)CC)C. Product: [CH:1]1([N:4]2[C:8](=[O:9])[N:7]([CH2:10][C:11]3[C:12]([Cl:21])=[C:13]([CH:17]=[CH:18][C:19]=3[Cl:20])[C:14]([C:27]3[CH:26]=[N:25][N:24]([CH2:22][CH3:23])[C:28]=3[OH:29])=[O:15])[N:6]=[N:5]2)[CH2:3][CH2:2]1. The catalyst class is: 26. (2) Reactant: [OH:1][N:2]=[C:3]([C:8]([O:10][CH3:11])=[O:9])[C:4]([O:6][CH3:7])=[O:5].[CH2:12](Br)[CH:13]=[CH2:14].C(=O)([O-])[O-].[K+].[K+].O. Product: [CH2:14]([O:1][N:2]=[C:3]([C:8]([O:10][CH3:11])=[O:9])[C:4]([O:6][CH3:7])=[O:5])[CH:13]=[CH2:12]. The catalyst class is: 21. (3) Reactant: [Cl:1][C:2]1[CH:7]=[C:6]([Cl:8])[N:5]=[C:4]([NH:9][C:10](=O)C(F)(F)F)[N:3]=1.C(=O)([O-])[O-].[K+].[K+].IC. Product: [Cl:1][C:2]1[CH:7]=[C:6]([Cl:8])[N:5]=[C:4]([NH:9][CH3:10])[N:3]=1. The catalyst class is: 95. (4) Product: [C:5]([C:7]1[CH:12]=[CH:11][C:10]([NH:13][C:14]([C:16]2[C:25]([OH:26])=[CH:24][C:23]3[C:18](=[CH:19][CH:20]=[CH:21][CH:22]=3)[CH:17]=2)=[O:15])=[C:9]([O:28][C:29]([F:30])([F:31])[F:32])[CH:8]=1)#[N:6]. Reactant: B(Br)(Br)Br.[C:5]([C:7]1[CH:12]=[CH:11][C:10]([NH:13][C:14]([C:16]2[C:25]([O:26]C)=[CH:24][C:23]3[C:18](=[CH:19][CH:20]=[CH:21][CH:22]=3)[CH:17]=2)=[O:15])=[C:9]([O:28][C:29]([F:32])([F:31])[F:30])[CH:8]=1)#[N:6]. The catalyst class is: 4.